From a dataset of Peptide-MHC class I binding affinity with 185,985 pairs from IEDB/IMGT. Regression. Given a peptide amino acid sequence and an MHC pseudo amino acid sequence, predict their binding affinity value. This is MHC class I binding data. (1) The peptide sequence is AVSKNRRQL. The MHC is HLA-A30:01 with pseudo-sequence HLA-A30:01. The binding affinity (normalized) is 0.375. (2) The peptide sequence is IAHINTLIQY. The MHC is HLA-A31:01 with pseudo-sequence HLA-A31:01. The binding affinity (normalized) is 0.161. (3) The peptide sequence is RSNAAIGAVF. The MHC is HLA-B15:01 with pseudo-sequence HLA-B15:01. The binding affinity (normalized) is 0.789. (4) The peptide sequence is DRFFKTLRA. The MHC is HLA-A23:01 with pseudo-sequence HLA-A23:01. The binding affinity (normalized) is 0. (5) The peptide sequence is ERYFRIHSL. The MHC is Mamu-A2601 with pseudo-sequence Mamu-A2601. The binding affinity (normalized) is 0.